Dataset: NCI-60 drug combinations with 297,098 pairs across 59 cell lines. Task: Regression. Given two drug SMILES strings and cell line genomic features, predict the synergy score measuring deviation from expected non-interaction effect. (1) Drug 1: C1=CC(=C2C(=C1NCCNCCO)C(=O)C3=C(C=CC(=C3C2=O)O)O)NCCNCCO. Drug 2: CC1=C(N=C(N=C1N)C(CC(=O)N)NCC(C(=O)N)N)C(=O)NC(C(C2=CN=CN2)OC3C(C(C(C(O3)CO)O)O)OC4C(C(C(C(O4)CO)O)OC(=O)N)O)C(=O)NC(C)C(C(C)C(=O)NC(C(C)O)C(=O)NCCC5=NC(=CS5)C6=NC(=CS6)C(=O)NCCC[S+](C)C)O. Cell line: 786-0. Synergy scores: CSS=55.2, Synergy_ZIP=3.70, Synergy_Bliss=3.91, Synergy_Loewe=4.15, Synergy_HSA=6.95. (2) Drug 1: CNC(=O)C1=CC=CC=C1SC2=CC3=C(C=C2)C(=NN3)C=CC4=CC=CC=N4. Drug 2: CS(=O)(=O)OCCCCOS(=O)(=O)C. Cell line: UACC62. Synergy scores: CSS=5.84, Synergy_ZIP=3.41, Synergy_Bliss=5.35, Synergy_Loewe=2.31, Synergy_HSA=4.73. (3) Drug 2: COC1=NC(=NC2=C1N=CN2C3C(C(C(O3)CO)O)O)N. Synergy scores: CSS=55.0, Synergy_ZIP=9.49, Synergy_Bliss=8.93, Synergy_Loewe=-37.9, Synergy_HSA=8.66. Drug 1: CC1=C2C(C(=O)C3(C(CC4C(C3C(C(C2(C)C)(CC1OC(=O)C(C(C5=CC=CC=C5)NC(=O)OC(C)(C)C)O)O)OC(=O)C6=CC=CC=C6)(CO4)OC(=O)C)OC)C)OC. Cell line: SF-539. (4) Drug 2: CC1CCCC2(C(O2)CC(NC(=O)CC(C(C(=O)C(C1O)C)(C)C)O)C(=CC3=CSC(=N3)C)C)C. Cell line: T-47D. Synergy scores: CSS=41.2, Synergy_ZIP=4.03, Synergy_Bliss=3.82, Synergy_Loewe=-7.01, Synergy_HSA=3.64. Drug 1: CCCCCOC(=O)NC1=NC(=O)N(C=C1F)C2C(C(C(O2)C)O)O.